Dataset: NCI-60 drug combinations with 297,098 pairs across 59 cell lines. Task: Regression. Given two drug SMILES strings and cell line genomic features, predict the synergy score measuring deviation from expected non-interaction effect. Drug 1: C1=CC(=CC=C1C#N)C(C2=CC=C(C=C2)C#N)N3C=NC=N3. Drug 2: C1CNP(=O)(OC1)N(CCCl)CCCl. Cell line: MDA-MB-231. Synergy scores: CSS=2.19, Synergy_ZIP=-1.82, Synergy_Bliss=-1.74, Synergy_Loewe=2.00, Synergy_HSA=-1.05.